From a dataset of Peptide-MHC class I binding affinity with 185,985 pairs from IEDB/IMGT. Regression. Given a peptide amino acid sequence and an MHC pseudo amino acid sequence, predict their binding affinity value. This is MHC class I binding data. (1) The peptide sequence is QTDDGVRFT. The MHC is HLA-B40:01 with pseudo-sequence HLA-B40:01. The binding affinity (normalized) is 0.0847. (2) The peptide sequence is YLDMVLAFL. The binding affinity (normalized) is 0.729. The MHC is HLA-A02:01 with pseudo-sequence HLA-A02:01. (3) The peptide sequence is MINYYNEMSR. The MHC is HLA-A03:01 with pseudo-sequence HLA-A03:01. The binding affinity (normalized) is 0.541.